This data is from Full USPTO retrosynthesis dataset with 1.9M reactions from patents (1976-2016). The task is: Predict the reactants needed to synthesize the given product. (1) Given the product [CH:14]1([C:12]([C:6]2[CH:7]=[N:8][C:9]3[C:4]([C:5]=2[NH:17][C@H:18]2[CH2:19][CH2:20][C@H:21]([NH:24][C:25](=[O:31])[O:26][C:27]([CH3:28])([CH3:29])[CH3:30])[CH2:22][CH2:23]2)=[CH:3][C:2]([C:37]2[CH:38]=[C:33]([Cl:32])[C:34]([OH:49])=[CH:35][C:36]=2[Cl:48])=[CH:11][CH:10]=3)=[O:13])[CH2:15][CH2:16]1, predict the reactants needed to synthesize it. The reactants are: Br[C:2]1[CH:3]=[C:4]2[C:9](=[CH:10][CH:11]=1)[N:8]=[CH:7][C:6]([C:12]([CH:14]1[CH2:16][CH2:15]1)=[O:13])=[C:5]2[NH:17][C@H:18]1[CH2:23][CH2:22][C@H:21]([NH:24][C:25](=[O:31])[O:26][C:27]([CH3:30])([CH3:29])[CH3:28])[CH2:20][CH2:19]1.[Cl:32][C:33]1[CH:38]=[C:37](B2OC(C)(C)C(C)(C)O2)[C:36]([Cl:48])=[CH:35][C:34]=1[OH:49]. (2) Given the product [F:22][C:19]1[CH:20]=[CH:21][C:16]([S:13]([NH:12][C:8]2[CH:7]=[CH:6][CH:5]=[C:4]3[C:9]=2[CH:10]=[CH:11][C:2]([NH:28][CH2:27][C:26]2[CH:29]=[CH:30][CH:31]=[CH:32][C:25]=2[O:24][CH3:23])=[N:3]3)(=[O:15])=[O:14])=[CH:17][CH:18]=1, predict the reactants needed to synthesize it. The reactants are: Cl[C:2]1[CH:11]=[CH:10][C:9]2[C:4](=[CH:5][CH:6]=[CH:7][C:8]=2[NH:12][S:13]([C:16]2[CH:21]=[CH:20][C:19]([F:22])=[CH:18][CH:17]=2)(=[O:15])=[O:14])[N:3]=1.[CH3:23][O:24][C:25]1[CH:32]=[CH:31][CH:30]=[CH:29][C:26]=1[CH2:27][NH2:28]. (3) Given the product [Br:1][C:2]1[CH:7]=[C:6]([S:11][CH3:10])[CH:5]=[C:4]([F:9])[CH:3]=1, predict the reactants needed to synthesize it. The reactants are: [Br:1][C:2]1[CH:7]=[C:6](F)[CH:5]=[C:4]([F:9])[CH:3]=1.[CH3:10][S-:11].[Na+].